This data is from Reaction yield outcomes from USPTO patents with 853,638 reactions. The task is: Predict the reaction yield, written as a fraction of the theoretical maximum amount of product (1.0 means a 100% yield; for example, 0.34 means a 34% yield). (1) The reactants are N[C:2]1[N:7]=[CH:6][C:5]([C:8]2[CH:9]=[C:10]3[C:14](=[CH:15][CH:16]=2)[C:13](=[O:17])[N:12]([CH3:18])[CH2:11]3)=[CH:4][CH:3]=1.N([O-])=O.[Na+].[Br:23]Br. The catalyst is Br.O. The product is [Br:23][C:2]1[N:7]=[CH:6][C:5]([C:8]2[CH:9]=[C:10]3[C:14](=[CH:15][CH:16]=2)[C:13](=[O:17])[N:12]([CH3:18])[CH2:11]3)=[CH:4][CH:3]=1. The yield is 0.350. (2) The yield is 0.930. The catalyst is ClCCl. The reactants are [F:1][C:2]1[CH:10]=[CH:9][C:5]([C:6]([OH:8])=[O:7])=[CH:4][C:3]=1[OH:11].S(Cl)(Cl)=O.C([O-])(O)=O.[Na+].[CH2:21](O)[CH3:22]. The product is [F:1][C:2]1[CH:10]=[CH:9][C:5]([C:6]([O:8][CH2:21][CH3:22])=[O:7])=[CH:4][C:3]=1[OH:11]. (3) The reactants are [H-].[H-].[H-].[H-].[Li+].[Al+3].[CH3:7][N:8]([CH3:22])[C:9]([C:11]1[NH:12][C:13]2[C:18]([CH:19]=1)=[CH:17][C:16]([O:20][CH3:21])=[CH:15][CH:14]=2)=O. The catalyst is C1COCC1. The product is [CH3:21][O:20][C:16]1[CH:17]=[C:18]2[C:13](=[CH:14][CH:15]=1)[NH:12][C:11]([CH2:9][N:8]([CH3:7])[CH3:22])=[CH:19]2. The yield is 0.900. (4) The reactants are C([N:8]1[CH2:21][CH2:20][C:19]2[C:18]3[CH:17]=[C:16]([O:22][C:23]4[CH:28]=[CH:27][CH:26]=[CH:25][CH:24]=4)[CH:15]=[CH:14][C:13]=3[NH:12][C:11]=2[CH2:10][CH2:9]1)C1C=CC=CC=1.[ClH:29]. The catalyst is C(O)C.[Pd]. The product is [ClH:29].[O:22]([C:16]1[CH:15]=[CH:14][C:13]2[NH:12][C:11]3[CH2:10][CH2:9][NH:8][CH2:21][CH2:20][C:19]=3[C:18]=2[CH:17]=1)[C:23]1[CH:24]=[CH:25][CH:26]=[CH:27][CH:28]=1. The yield is 0.990. (5) The reactants are [CH3:1][C:2]1[CH:7]=[CH:6][C:5]([S:8]([O-:10])=[O:9])=[CH:4][CH:3]=1.[Na+].Br[CH2:13][C:14](=[O:16])[CH3:15]. The catalyst is C(O)C. The product is [CH3:1][C:2]1[CH:7]=[CH:6][C:5]([S:8]([CH2:13][C:14]([CH3:15])=[O:16])(=[O:10])=[O:9])=[CH:4][CH:3]=1. The yield is 0.750. (6) The reactants are [CH:1]1([CH2:6][C:7]2([CH3:14])[C:11](=[O:12])[NH:10][N:9]=[C:8]2[CH3:13])[CH2:5][CH2:4][CH2:3][CH2:2]1.Br[CH2:16][C:17]([C:19]1[CH:24]=[CH:23][CH:22]=[CH:21][CH:20]=1)=[O:18]. No catalyst specified. The product is [CH:1]1([CH2:6][C:7]2([CH3:14])[C:11](=[O:12])[N:10]([CH2:16][C:17](=[O:18])[C:19]3[CH:24]=[CH:23][CH:22]=[CH:21][CH:20]=3)[N:9]=[C:8]2[CH3:13])[CH2:2][CH2:3][CH2:4][CH2:5]1. The yield is 0.370.